From a dataset of Catalyst prediction with 721,799 reactions and 888 catalyst types from USPTO. Predict which catalyst facilitates the given reaction. (1) Reactant: [CH3:1][C:2]1[CH:21]=[CH:20][CH:19]=[C:18]([CH3:22])[C:3]=1[CH2:4][O:5][C:6]1[C:7]([CH3:17])=[C:8]([CH:14]=[CH:15][CH:16]=1)[C:9](OCC)=[O:10].[H-].[H-].[H-].[H-].[Li+].[Al+3]. Product: [CH3:1][C:2]1[CH:21]=[CH:20][CH:19]=[C:18]([CH3:22])[C:3]=1[CH2:4][O:5][C:6]1[C:7]([CH3:17])=[C:8]([CH2:9][OH:10])[CH:14]=[CH:15][CH:16]=1. The catalyst class is: 1. (2) Reactant: N1(O[C:11]2[N:16]=[C:15]([NH:17][CH2:18][CH:19]3[CH2:24][CH2:23][CH2:22][N:21]([C:25]([O:27][CH2:28][C:29]4[CH:34]=[CH:33][CH:32]=[CH:31][CH:30]=4)=[O:26])[CH2:20]3)[C:14]([C:35](=[O:37])[NH2:36])=[CH:13][N:12]=2)C2C=CC=CC=2N=N1.[NH2:38][C:39]1[CH:40]=[C:41]([CH:46]=[CH:47][CH:48]=1)[NH:42][C:43](=[O:45])[CH3:44].CC1C=CC(S(O)(=O)=O)=CC=1.O. Product: [C:43]([NH:42][C:41]1[CH:40]=[C:39]([NH:38][C:11]2[N:16]=[C:15]([NH:17][CH2:18][CH:19]3[CH2:24][CH2:23][CH2:22][N:21]([C:25]([O:27][CH2:28][C:29]4[CH:34]=[CH:33][CH:32]=[CH:31][CH:30]=4)=[O:26])[CH2:20]3)[C:14]([C:35](=[O:37])[NH2:36])=[CH:13][N:12]=2)[CH:48]=[CH:47][CH:46]=1)(=[O:45])[CH3:44]. The catalyst class is: 225. (3) Reactant: C(Cl)(=O)C(Cl)=O.CS(C)=O.[CH3:11][C:12]1([CH3:23])[CH2:16][C:15]2[C:17]([CH2:21][OH:22])=[CH:18][CH:19]=[CH:20][C:14]=2[O:13]1.C(N(CC)CC)C. Product: [CH3:11][C:12]1([CH3:23])[CH2:16][C:15]2=[C:17]([CH:21]=[O:22])[CH:18]=[CH:19][CH:20]=[C:14]2[O:13]1. The catalyst class is: 2. (4) Reactant: Br/[CH:2]=[CH:3]/[C:4]1[C:9]([Cl:10])=[CH:8][CH:7]=[CH:6][C:5]=1[Cl:11].[B:12]1([B:12]2[O:16][C:15]([CH3:18])([CH3:17])[C:14]([CH3:20])([CH3:19])[O:13]2)[O:16][C:15]([CH3:18])([CH3:17])[C:14]([CH3:20])([CH3:19])[O:13]1.C([O-])(=O)C.[K+]. Product: [Cl:11][C:5]1[CH:6]=[CH:7][CH:8]=[C:9]([Cl:10])[C:4]=1/[CH:3]=[CH:2]/[B:12]1[O:16][C:15]([CH3:18])([CH3:17])[C:14]([CH3:20])([CH3:19])[O:13]1. The catalyst class is: 225. (5) Reactant: [OH:1][CH:2]1[CH:9]([CH3:10])[CH2:8][CH2:7][CH2:6][N:5](C(OC(C)(C)C)=O)[CH2:4][CH2:3]1.Cl.CO. Product: [CH3:10][CH:9]1[CH2:8][CH2:7][CH2:6][NH:5][CH2:4][CH2:3][CH:2]1[OH:1]. The catalyst class is: 5.